From a dataset of Forward reaction prediction with 1.9M reactions from USPTO patents (1976-2016). Predict the product of the given reaction. Given the reactants [Br:1][C:2]1[CH:8]=[CH:7][C:5]([NH2:6])=[C:4]([N+:9]([O-:11])=[O:10])[CH:3]=1.[BH-](OC(C)=O)(OC(C)=O)OC(C)=O.[Na+].[CH3:26][S:27][C:28]1[S:29][C:30]2[CH:36]=[C:35]([CH:37]=O)[CH:34]=[CH:33][C:31]=2[N:32]=1, predict the reaction product. The product is: [Br:1][C:2]1[CH:8]=[CH:7][C:5]([NH:6][CH2:37][C:35]2[CH:34]=[CH:33][C:31]3[N:32]=[C:28]([S:27][CH3:26])[S:29][C:30]=3[CH:36]=2)=[C:4]([N+:9]([O-:11])=[O:10])[CH:3]=1.